This data is from M1 muscarinic receptor agonist screen with 61,833 compounds. The task is: Binary Classification. Given a drug SMILES string, predict its activity (active/inactive) in a high-throughput screening assay against a specified biological target. The molecule is o1nc(cc1c1cc(OC)c(OC)cc1)C(=O)NCCOC. The result is 0 (inactive).